This data is from Forward reaction prediction with 1.9M reactions from USPTO patents (1976-2016). The task is: Predict the product of the given reaction. (1) Given the reactants [C:1]1([S:7](Cl)(=[O:9])=[O:8])[CH:6]=[CH:5][CH:4]=[CH:3][CH:2]=1.[OH-].[Na+].[I:13][C:14]1[C:22]2[C:17](=[N:18][CH:19]=[C:20]([N:23]3[CH2:28][CH2:27][O:26][CH2:25][CH2:24]3)[CH:21]=2)[NH:16][CH:15]=1.C([O-])(O)=O.[Na+], predict the reaction product. The product is: [C:1]1([S:7]([N:16]2[C:17]3=[N:18][CH:19]=[C:20]([N:23]4[CH2:24][CH2:25][O:26][CH2:27][CH2:28]4)[CH:21]=[C:22]3[C:14]([I:13])=[CH:15]2)(=[O:9])=[O:8])[CH:6]=[CH:5][CH:4]=[CH:3][CH:2]=1. (2) Given the reactants C(O[CH:4]=[C:5]([C:11]([O:13]CC)=O)[C:6]([O:8][CH2:9]C)=[O:7])C.[C:16](=[NH:19])([NH2:18])[CH3:17].C[O-].[Na+].CO, predict the reaction product. The product is: [CH3:17][C:16]1[NH:19][C:11](=[O:13])[C:5]([C:6]([O:8][CH3:9])=[O:7])=[CH:4][N:18]=1.